Task: Predict the reaction yield, written as a fraction of the theoretical maximum amount of product (1.0 means a 100% yield; for example, 0.34 means a 34% yield).. Dataset: Reaction yield outcomes from USPTO patents with 853,638 reactions (1) The reactants are [CH3:1][O:2][C:3]1[CH:4]=[C:5]2[C:10](=[CH:11][C:12]=1[O:13][CH3:14])[N:9]=[CH:8][CH:7]=[C:6]2[O:15][C:16]1[N:21]=[CH:20][C:19]([NH2:22])=[CH:18][CH:17]=1.[C:23]1([CH2:29][C:30]([N:32]=[C:33]=[S:34])=[O:31])[CH:28]=[CH:27][CH:26]=[CH:25][CH:24]=1. The catalyst is CCOC(C)=O.CO. The product is [CH3:1][O:2][C:3]1[CH:4]=[C:5]2[C:10](=[CH:11][C:12]=1[O:13][CH3:14])[N:9]=[CH:8][CH:7]=[C:6]2[O:15][C:16]1[N:21]=[CH:20][C:19]([NH:22][C:33]([NH:32][C:30](=[O:31])[CH2:29][C:23]2[CH:24]=[CH:25][CH:26]=[CH:27][CH:28]=2)=[S:34])=[CH:18][CH:17]=1. The yield is 0.297. (2) The reactants are [S:1]1[CH:5]=[CH:4][CH:3]=[C:2]1[CH2:6][NH:7][C:8]([C:10]1[CH:25]=[C:13]2[CH:14]=[C:15]([C:19]3[CH:24]=[CH:23][CH:22]=[CH:21][CH:20]=3)[CH:16]=[C:17]([I:18])[N:12]2[N:11]=1)=[O:9].[Cl:26]N1C(=O)CCC1=O. The catalyst is CN(C=O)C. The product is [S:1]1[CH:5]=[CH:4][CH:3]=[C:2]1[CH2:6][NH:7][C:8]([C:10]1[C:25]([Cl:26])=[C:13]2[CH:14]=[C:15]([C:19]3[CH:20]=[CH:21][CH:22]=[CH:23][CH:24]=3)[CH:16]=[C:17]([I:18])[N:12]2[N:11]=1)=[O:9]. The yield is 0.450. (3) The reactants are Br[C:2]1[CH:3]=[CH:4][C:5]([O:22][C:23]([F:26])([F:25])[F:24])=[C:6]([N:8](COCC)[S:9]([C:12]2[CH:17]=[CH:16][CH:15]=[CH:14][N:13]=2)(=[O:11])=[O:10])[CH:7]=1.B1(B2OC(C)(C)C(C)(C)O2)OC(C)(C)C(C)(C)O1.I[C:46]1[S:50][C:49]([C:51]2[CH:52]=[C:53]3[C:57](=[CH:58][CH:59]=2)[C:56](=[O:60])[N:55]([CH3:61])[CH2:54]3)=[CH:48][CH:47]=1. The product is [CH3:61][N:55]1[CH2:54][C:53]2[C:57](=[CH:58][CH:59]=[C:51]([C:49]3[S:50][C:46]([C:2]4[CH:3]=[CH:4][C:5]([O:22][C:23]([F:24])([F:26])[F:25])=[C:6]([NH:8][S:9]([C:12]5[CH:17]=[CH:16][CH:15]=[CH:14][N:13]=5)(=[O:11])=[O:10])[CH:7]=4)=[CH:47][CH:48]=3)[CH:52]=2)[C:56]1=[O:60]. The yield is 0.510. The catalyst is C1COCC1.